The task is: Predict the reactants needed to synthesize the given product.. This data is from Full USPTO retrosynthesis dataset with 1.9M reactions from patents (1976-2016). (1) Given the product [NH2:1][C:2]1[C:10]2[C:5](=[N:6][C:7]([S:30][CH2:31][C:32]3[N:33]=[C:34]([C:37]4[CH:42]=[CH:41][C:40]([Cl:43])=[CH:39][CH:38]=4)[S:35][CH:36]=3)=[C:8]([C:28]#[N:29])[C:9]=2[C:11]2[CH:16]=[CH:15][C:14]([O:17][CH2:18][CH2:19][OH:20])=[CH:13][CH:12]=2)[N:4]([CH2:44][C:45]([O:47][CH3:48])=[O:46])[C:3]=1[C:49]([O:51][CH3:52])=[O:50], predict the reactants needed to synthesize it. The reactants are: [NH2:1][C:2]1[C:10]2[C:5](=[N:6][C:7]([S:30][CH2:31][C:32]3[N:33]=[C:34]([C:37]4[CH:42]=[CH:41][C:40]([Cl:43])=[CH:39][CH:38]=4)[S:35][CH:36]=3)=[C:8]([C:28]#[N:29])[C:9]=2[C:11]2[CH:16]=[CH:15][C:14]([O:17][CH2:18][CH2:19][O:20][Si](C(C)(C)C)(C)C)=[CH:13][CH:12]=2)[N:4]([CH2:44][C:45]([O:47][CH3:48])=[O:46])[C:3]=1[C:49]([O:51][CH3:52])=[O:50].[F-].C([N+](CCCC)(CCCC)CCCC)CCC. (2) The reactants are: [C:1]([C:4]1[C:12]2[C:11]([N:13]3[CH2:16][CH2:15][C@H:14]3[C:17]3[N:22]([C:23]4[CH:28]=[CH:27][C:26]([F:29])=[CH:25][CH:24]=4)[C:21](=[O:30])[C:20]4=[C:31]([Cl:34])[CH:32]=[CH:33][N:19]4[N:18]=3)=[N:10][CH:9]=[N:8][C:7]=2[N:6](COCC[Si](C)(C)C)[CH:5]=1)(=[O:3])[CH3:2]. Given the product [C:1]([C:4]1[C:12]2[C:11]([N:13]3[CH2:16][CH2:15][C@H:14]3[C:17]3[N:22]([C:23]4[CH:24]=[CH:25][C:26]([F:29])=[CH:27][CH:28]=4)[C:21](=[O:30])[C:20]4=[C:31]([Cl:34])[CH:32]=[CH:33][N:19]4[N:18]=3)=[N:10][CH:9]=[N:8][C:7]=2[NH:6][CH:5]=1)(=[O:3])[CH3:2], predict the reactants needed to synthesize it. (3) The reactants are: [Cl:1][C:2]1[CH:9]=[CH:8][CH:7]=[CH:6][C:3]=1[CH:4]=[O:5].[C-:10]#[N:11].[K+].C(O)(C)(C)C.[C:18]([O:21]C(=O)C)(=[O:20])[CH3:19]. Given the product [C:18]([OH:21])(=[O:20])[CH3:19].[Cl:1][C:2]1[CH:9]=[CH:8][CH:7]=[CH:6][C:3]=1[CH:4]([OH:5])[C:10]#[N:11], predict the reactants needed to synthesize it. (4) Given the product [CH2:13]([O:20][C:21]1[CH:22]=[CH:23][C:24]([CH:27]2[N:11]([C:8]3[CH:9]=[CH:10][C:5]([O:4][CH3:3])=[CH:6][CH:7]=3)[N:12]=[C:29]([NH2:30])[CH2:28]2)=[CH:25][CH:26]=1)[C:14]1[CH:15]=[CH:16][CH:17]=[CH:18][CH:19]=1, predict the reactants needed to synthesize it. The reactants are: [Na].Cl.[CH3:3][O:4][C:5]1[CH:10]=[CH:9][C:8]([NH:11][NH2:12])=[CH:7][CH:6]=1.[CH2:13]([O:20][C:21]1[CH:26]=[CH:25][C:24]([CH:27]=[CH:28][C:29]#[N:30])=[CH:23][CH:22]=1)[C:14]1[CH:19]=[CH:18][CH:17]=[CH:16][CH:15]=1. (5) Given the product [OH:8][C:6]1[CH:5]=[CH:4][C:3]([S:9](=[O:10])(=[O:11])[NH:12][C:13]2[CH:14]=[CH:15][C:16]3[CH2:20][O:19][B:18]([OH:21])[C:17]=3[CH:22]=2)=[C:2]([NH:1][C:31](=[O:32])[CH2:30][O:23][C:24]2[CH:29]=[CH:28][CH:27]=[CH:26][CH:25]=2)[CH:7]=1, predict the reactants needed to synthesize it. The reactants are: [NH2:1][C:2]1[CH:7]=[C:6]([OH:8])[CH:5]=[CH:4][C:3]=1[S:9]([NH:12][C:13]1[CH:14]=[CH:15][C:16]2[CH2:20][O:19][B:18]([OH:21])[C:17]=2[CH:22]=1)(=[O:11])=[O:10].[O:23]([CH2:30][C:31](Cl)=[O:32])[C:24]1[CH:29]=[CH:28][CH:27]=[CH:26][CH:25]=1.